From a dataset of Reaction yield outcomes from USPTO patents with 853,638 reactions. Predict the reaction yield, written as a fraction of the theoretical maximum amount of product (1.0 means a 100% yield; for example, 0.34 means a 34% yield). (1) The reactants are [NH2:1][C:2]1[N:6]([C:7]2[CH:8]=[C:9]([CH:16]=[CH:17][C:18]=2[CH3:19])[C:10]([NH:12][CH:13]2[CH2:15][CH2:14]2)=[O:11])[N:5]=[CH:4][C:3]=1[C:20](=[O:27])[C:21]1[CH:26]=[CH:25][CH:24]=[CH:23][CH:22]=1.[I:28]C1C=C(C=CC=1)C(C(=CNC1C=CC=CC=1)C#N)=O.CCN(C(C)C)C(C)C. The catalyst is C(O)C. The product is [NH2:1][C:2]1[N:6]([C:7]2[CH:8]=[C:9]([CH:16]=[CH:17][C:18]=2[CH3:19])[C:10]([NH:12][CH:13]2[CH2:14][CH2:15]2)=[O:11])[N:5]=[CH:4][C:3]=1[C:20](=[O:27])[C:21]1[CH:22]=[CH:23][CH:24]=[C:25]([I:28])[CH:26]=1. The yield is 0.700. (2) The reactants are [F:1][C:2]1[CH:3]=[CH:4][C:5]2[N:9]=[C:8]([C@@H:10]([NH2:12])[CH3:11])[N:7]([CH3:13])[C:6]=2[C:14]=1[C:15]1[CH:20]=[CH:19][CH:18]=[CH:17][N:16]=1.[NH2:21][C:22]1[C:27]([C:28]#[N:29])=[C:26](Cl)[N:25]=[CH:24][N:23]=1.CCN(C(C)C)C(C)C. The catalyst is CC(O)C. The product is [NH2:21][C:22]1[C:27]([C:28]#[N:29])=[C:26]([NH:12][C@H:10]([C:8]2[N:7]([CH3:13])[C:6]3[C:14]([C:15]4[CH:20]=[CH:19][CH:18]=[CH:17][N:16]=4)=[C:2]([F:1])[CH:3]=[CH:4][C:5]=3[N:9]=2)[CH3:11])[N:25]=[CH:24][N:23]=1. The yield is 0.720. (3) The reactants are [Cl:1][C:2]1[CH:3]=[C:4]([CH:9]2[C:14]3[CH:15]=[CH:16][S:17][C:13]=3[C:12](=O)[CH2:11][CH2:10]2)[CH:5]=[CH:6][C:7]=1[Cl:8].O1CCCC1.C([O-])(=O)C.[Na+].Cl.[NH2:30][OH:31]. The catalyst is C(O)C. The product is [Cl:1][C:2]1[CH:3]=[C:4]([CH:9]2[C:14]3[CH:15]=[CH:16][S:17][C:13]=3[C:12](=[N:30][OH:31])[CH2:11][CH2:10]2)[CH:5]=[CH:6][C:7]=1[Cl:8]. The yield is 0.940. (4) The reactants are Cl.[NH2:2][C@@H:3]([CH2:25][CH:26]1[CH2:30][CH2:29][CH2:28][CH2:27]1)[C:4]([NH:6][C@H:7]1[CH2:13][CH2:12][C@@H:11]([CH3:14])[N:10]([S:15]([C:18]2[CH:23]=[CH:22][CH:21]=[CH:20][N:19]=2)(=[O:17])=[O:16])[CH2:9][C@@H:8]1[OH:24])=[O:5].[O:31]1[C:36]2[CH:37]=[CH:38][CH:39]=[CH:40][C:35]=2[O:34][CH2:33][CH:32]1[C:41]1[S:42][CH:43]=[C:44]([C:46](O)=[O:47])[N:45]=1.CC(OI1(OC(C)=O)(OC(C)=O)OC(=O)C2C=CC=CC1=2)=O. No catalyst specified. The product is [CH:26]1([CH2:25][C@H:3]([NH:2][C:46]([C:44]2[N:45]=[C:41]([CH:32]3[O:31][C:36]4[CH:37]=[CH:38][CH:39]=[CH:40][C:35]=4[O:34][CH2:33]3)[S:42][CH:43]=2)=[O:47])[C:4](=[O:5])[NH:6][C@H:7]2[CH2:13][CH2:12][C@@H:11]([CH3:14])[N:10]([S:15]([C:18]3[CH:23]=[CH:22][CH:21]=[CH:20][N:19]=3)(=[O:16])=[O:17])[CH2:9][C:8]2=[O:24])[CH2:27][CH2:28][CH2:29][CH2:30]1. The yield is 0.410. (5) The reactants are [C:1]([N:5]1[C:9]2[N:10]=[CH:11][N:12]=[CH:13][C:8]=2[C:7]([C:14]([C:16]2[CH:17]=[C:18]([NH:22][C:23](=[O:32])[CH2:24][C:25]3[CH:30]=[CH:29][C:28]([F:31])=[CH:27][CH:26]=3)[CH:19]=[N:20][CH:21]=2)=[O:15])=[CH:6]1)([CH3:4])([CH3:3])[CH3:2].[H-].[Na+].[CH3:35]I.[Cl-].[NH4+]. The catalyst is C1COCC1. The product is [C:1]([N:5]1[C:9]2[N:10]=[CH:11][N:12]=[CH:13][C:8]=2[C:7]([C:14]([C:16]2[CH:17]=[C:18]([N:22]([CH3:35])[C:23](=[O:32])[CH2:24][C:25]3[CH:30]=[CH:29][C:28]([F:31])=[CH:27][CH:26]=3)[CH:19]=[N:20][CH:21]=2)=[O:15])=[CH:6]1)([CH3:4])([CH3:2])[CH3:3]. The yield is 0.460.